Dataset: Peptide-MHC class I binding affinity with 185,985 pairs from IEDB/IMGT. Task: Regression. Given a peptide amino acid sequence and an MHC pseudo amino acid sequence, predict their binding affinity value. This is MHC class I binding data. (1) The peptide sequence is TLYCVHQGI. The MHC is HLA-B51:01 with pseudo-sequence HLA-B51:01. The binding affinity (normalized) is 0.0986. (2) The peptide sequence is FMVYVPLPA. The MHC is HLA-B39:01 with pseudo-sequence HLA-B39:01. The binding affinity (normalized) is 0.431. (3) The peptide sequence is HVCNATDFWR. The MHC is HLA-A33:01 with pseudo-sequence HLA-A33:01. The binding affinity (normalized) is 0.450. (4) The peptide sequence is MPEWANFKFR. The MHC is H-2-Db with pseudo-sequence H-2-Db. The binding affinity (normalized) is 0. (5) The peptide sequence is TLNHNCINV. The MHC is HLA-A02:19 with pseudo-sequence HLA-A02:19. The binding affinity (normalized) is 0.703. (6) The peptide sequence is IFQTTTGEI. The MHC is HLA-A24:02 with pseudo-sequence HLA-A24:02. The binding affinity (normalized) is 0.205. (7) The peptide sequence is IPSTVKTNL. The MHC is HLA-B51:01 with pseudo-sequence HLA-B51:01. The binding affinity (normalized) is 0.202.